This data is from Peptide-MHC class I binding affinity with 185,985 pairs from IEDB/IMGT. The task is: Regression. Given a peptide amino acid sequence and an MHC pseudo amino acid sequence, predict their binding affinity value. This is MHC class I binding data. (1) The peptide sequence is NIRQAGVQY. The MHC is HLA-B07:02 with pseudo-sequence HLA-B07:02. The binding affinity (normalized) is 0.00252. (2) The peptide sequence is TQSGALEVLM. The MHC is HLA-A02:03 with pseudo-sequence HLA-A02:03. The binding affinity (normalized) is 0.109. (3) The peptide sequence is RDTAEAAKW. The MHC is HLA-B58:01 with pseudo-sequence HLA-B58:01. The binding affinity (normalized) is 0.318.